Task: Predict the reaction yield, written as a fraction of the theoretical maximum amount of product (1.0 means a 100% yield; for example, 0.34 means a 34% yield).. Dataset: Reaction yield outcomes from USPTO patents with 853,638 reactions (1) The reactants are [Cl:1][C:2]1[CH:7]=[CH:6][C:5]([C:8](=O)[CH2:9][NH:10][C:11]2[CH:16]=[CH:15][CH:14]=[C:13]([CH2:17][OH:18])[CH:12]=2)=[CH:4][CH:3]=1.[OH-].[K+].[C:22](#[N:26])[CH2:23][C:24]#[N:25].CO. The catalyst is O. The product is [NH2:26][C:22]1[N:10]([C:11]2[CH:16]=[CH:15][CH:14]=[C:13]([CH2:17][OH:18])[CH:12]=2)[CH:9]=[C:8]([C:5]2[CH:6]=[CH:7][C:2]([Cl:1])=[CH:3][CH:4]=2)[C:23]=1[C:24]#[N:25]. The yield is 0.500. (2) The product is [CH3:1][O:2][C:3]1[CH:4]=[C:5]2[C:10](=[CH:11][C:12]=1[O:13][CH3:14])[N:9]=[CH:8][CH:7]=[C:6]2[O:15][C:16]1[CH:22]=[CH:21][C:19]([NH:20][C:41](=[O:47])[O:42][CH2:43][CH2:54][CH2:53][O:52][C:51]2[CH:57]=[CH:58][CH:59]=[CH:60][C:50]=2[F:49])=[CH:18][CH:17]=1. The catalyst is C(Cl)Cl. The yield is 0.550. The reactants are [CH3:1][O:2][C:3]1[CH:4]=[C:5]2[C:10](=[CH:11][C:12]=1[O:13][CH3:14])[N:9]=[CH:8][CH:7]=[C:6]2[O:15][C:16]1[CH:22]=[CH:21][C:19]([NH2:20])=[CH:18][CH:17]=1.C1(C)C=CC=CC=1.C(N(CC)CC)C.ClC(Cl)(O[C:41](=[O:47])[O:42][C:43](Cl)(Cl)Cl)Cl.[F:49][C:50]1[CH:60]=[CH:59][CH:58]=[CH:57][C:51]=1[O:52][CH2:53][CH2:54]CO. (3) The reactants are [CH:1](=[O:5])[CH:2]([CH3:4])[CH3:3].[C:6](#[N:9])[CH:7]=[CH2:8].[OH-].[Na+]. The catalyst is O1CCOCC1.C1(C=CC(O)=CC=1)O. The product is [CH3:3][C:2]([CH3:4])([CH:1]=[O:5])[CH2:8][CH2:7][C:6]#[N:9]. The yield is 0.630. (4) The reactants are [CH3:1][O:2][C:3](=[O:43])[CH2:4][C:5]1[C:6]([C:11]#[C:12][C:13]2[C:18]([C:19]([F:22])([F:21])[F:20])=[CH:17][N:16]=[C:15]([NH:23][C:24]3[CH:29]=[CH:28][C:27]([CH:30]4[CH2:35][CH2:34][N:33]([C:36]([O:38][C:39]([CH3:42])([CH3:41])[CH3:40])=[O:37])[CH2:32][CH2:31]4)=[CH:26][CH:25]=3)[N:14]=2)=[N:7][CH:8]=[CH:9][CH:10]=1. The catalyst is CN(C=O)C.[Pd]. The product is [CH3:1][O:2][C:3](=[O:43])[CH2:4][C:5]1[C:6]([CH2:11][CH2:12][C:13]2[C:18]([C:19]([F:22])([F:20])[F:21])=[CH:17][N:16]=[C:15]([NH:23][C:24]3[CH:29]=[CH:28][C:27]([CH:30]4[CH2:35][CH2:34][N:33]([C:36]([O:38][C:39]([CH3:41])([CH3:40])[CH3:42])=[O:37])[CH2:32][CH2:31]4)=[CH:26][CH:25]=3)[N:14]=2)=[N:7][CH:8]=[CH:9][CH:10]=1. The yield is 0.750. (5) The catalyst is CN(C)C=O.O.C(OCC)(=O)C.C1C=CC([P]([Pd]([P](C2C=CC=CC=2)(C2C=CC=CC=2)C2C=CC=CC=2)([P](C2C=CC=CC=2)(C2C=CC=CC=2)C2C=CC=CC=2)[P](C2C=CC=CC=2)(C2C=CC=CC=2)C2C=CC=CC=2)(C2C=CC=CC=2)C2C=CC=CC=2)=CC=1. The yield is 0.710. The reactants are [CH2:1]([O:3][C:4]([C:6]1[NH:7][C:8]([CH3:13])=[C:9](Br)[C:10]=1[CH3:11])=[O:5])[CH3:2].[F:14][C:15]1[CH:20]=[CH:19][C:18](B(O)O)=[CH:17][CH:16]=1.C(=O)([O-])[O-].[Na+].[Na+]. The product is [CH2:1]([O:3][C:4]([C:6]1[NH:7][C:8]([CH3:13])=[C:9]([C:18]2[CH:19]=[CH:20][C:15]([F:14])=[CH:16][CH:17]=2)[C:10]=1[CH3:11])=[O:5])[CH3:2]. (6) The reactants are Br[C:2]1[CH:3]=[C:4]([N:22]([CH2:29][CH3:30])[CH:23]2[CH2:28][CH2:27][O:26][CH2:25][CH2:24]2)[C:5]([CH3:21])=[C:6]([CH:20]=1)[C:7]([NH:9][CH2:10][C:11]1[C:12](=[O:19])[NH:13][C:14]([CH3:18])=[CH:15][C:16]=1[CH3:17])=[O:8].[CH3:31][N:32]([CH2:34][C:35]1[CH:40]=[CH:39][C:38](B(O)O)=[CH:37][CH:36]=1)[CH3:33].C([O-])([O-])=O.[Na+].[Na+]. The catalyst is O1CCOCC1.O.C1C=CC([P]([Pd]([P](C2C=CC=CC=2)(C2C=CC=CC=2)C2C=CC=CC=2)([P](C2C=CC=CC=2)(C2C=CC=CC=2)C2C=CC=CC=2)[P](C2C=CC=CC=2)(C2C=CC=CC=2)C2C=CC=CC=2)(C2C=CC=CC=2)C2C=CC=CC=2)=CC=1. The product is [CH3:17][C:16]1[CH:15]=[C:14]([CH3:18])[NH:13][C:12](=[O:19])[C:11]=1[CH2:10][NH:9][C:7]([C:6]1[CH:20]=[C:2]([C:38]2[CH:39]=[CH:40][C:35]([CH2:34][N:32]([CH3:33])[CH3:31])=[CH:36][CH:37]=2)[CH:3]=[C:4]([N:22]([CH2:29][CH3:30])[CH:23]2[CH2:28][CH2:27][O:26][CH2:25][CH2:24]2)[C:5]=1[CH3:21])=[O:8]. The yield is 0.538. (7) The reactants are [C:1]1(=[O:8])O[C:5](=[O:6])[CH:4]=[C:2]1[CH3:3].Cl.Cl.[NH2:11][NH2:12]. The catalyst is O. The product is [CH3:3][C:2]1[CH:4]=[C:5]([OH:6])[N:12]=[N:11][C:1]=1[OH:8]. The yield is 0.714.